This data is from Catalyst prediction with 721,799 reactions and 888 catalyst types from USPTO. The task is: Predict which catalyst facilitates the given reaction. Reactant: [Cl:1][C:2]1[CH:7]=[CH:6][CH:5]=[C:4](Cl)[C:3]=1[N+:9]([O-:11])=[O:10].C[O-:13].[Na+]. Product: [Cl:1][C:2]1[C:3]([N+:9]([O-:11])=[O:10])=[C:4]([OH:13])[CH:5]=[CH:6][CH:7]=1. The catalyst class is: 13.